This data is from Full USPTO retrosynthesis dataset with 1.9M reactions from patents (1976-2016). The task is: Predict the reactants needed to synthesize the given product. Given the product [CH:38]([OH:40])=[O:54].[CH:59]1([C@H:46]2[C@H:45]([CH3:62])[C@@H:44]([NH:43][C:2]3[CH:7]=[CH:6][CH:5]=[C:4]([CH3:8])[N:3]=3)[C:53]3[C:48](=[CH:49][C:50]([O:54][CH3:55])=[CH:51][CH:52]=3)[N:47]2[C:56](=[O:58])[CH3:57])[CH2:61][CH2:60]1, predict the reactants needed to synthesize it. The reactants are: Br[C:2]1[CH:7]=[CH:6][CH:5]=[C:4]([CH3:8])[N:3]=1.CN(C1C(C2C(P(C3CCCCC3)C3CCCCC3)=CC=CC=2)=CC=CC=1)C.C[C:38](C)([O-:40])C.[Na+].[NH2:43][C@H:44]1[C:53]2[C:48](=[CH:49][C:50]([O:54][CH3:55])=[CH:51][CH:52]=2)[N:47]([C:56](=[O:58])[CH3:57])[C@@H:46]([CH:59]2[CH2:61][CH2:60]2)[C@@H:45]1[CH3:62].